Predict the product of the given reaction. From a dataset of Forward reaction prediction with 1.9M reactions from USPTO patents (1976-2016). Given the reactants [CH3:1][C:2]([CH2:4][CH:5]([C:12]1[C:21](=[O:22])[O:20][C:19]2[CH:18]=[CH:17][CH:16]=[CH:15][C:14]=2[C:13]=1[OH:23])[C:6]1[CH:7]=[CH:8][CH:9]=[CH:10][CH:11]=1)=[O:3].C(=O)([O-])[O-].[Na+:28].[Na+].CC(C)=O.CC(=O)CC, predict the reaction product. The product is: [CH3:1][C:2]([CH2:4][CH:5]([C:12]1[C:21](=[O:22])[O:20][C:19]2[CH:18]=[CH:17][CH:16]=[CH:15][C:14]=2[C:13]=1[O-:23])[C:6]1[CH:11]=[CH:10][CH:9]=[CH:8][CH:7]=1)=[O:3].[Na+:28].